Predict which catalyst facilitates the given reaction. From a dataset of Catalyst prediction with 721,799 reactions and 888 catalyst types from USPTO. (1) Reactant: C(N(CC)CC)C.CN(C1C=CC=CN=1)C.CN(C)[C:19](Cl)=[S:20].O[C:24]1[C:25](C)=[C:26]2[C:31](=[C:32]([CH3:34])[CH:33]=1)[C:30](=[O:35])[C:29]([CH3:36])=[C:28]([CH3:37])[C:27]2=[O:38]. Product: [CH3:36][C:29]1[C:30](=[O:35])[C:31]2[C:26]([C:27](=[O:38])[C:28]=1[CH3:37])=[C:25]([CH3:24])[C:19]([SH:20])=[CH:33][C:32]=2[CH3:34]. The catalyst class is: 12. (2) Reactant: [CH2:1]([C:4]1[CH:9]=[CH:8][C:7]([CH:10]=[CH:11][C:12]2[C:13]([C:21]3[CH:26]=[CH:25][C:24]([CH2:27][CH2:28][CH2:29][CH2:30][CH3:31])=[CH:23][CH:22]=3)=[C:14]([F:20])[C:15]([F:19])=[C:16]([CH3:18])[CH:17]=2)=[CH:6][CH:5]=1)[CH2:2][CH3:3].[H][H]. Product: [CH2:1]([C:4]1[CH:5]=[CH:6][C:7]([CH2:10][CH2:11][C:12]2[C:13]([C:21]3[CH:26]=[CH:25][C:24]([CH2:27][CH2:28][CH2:29][CH2:30][CH3:31])=[CH:23][CH:22]=3)=[C:14]([F:20])[C:15]([F:19])=[C:16]([CH3:18])[CH:17]=2)=[CH:8][CH:9]=1)[CH2:2][CH3:3]. The catalyst class is: 787.